Dataset: Reaction yield outcomes from USPTO patents with 853,638 reactions. Task: Predict the reaction yield, written as a fraction of the theoretical maximum amount of product (1.0 means a 100% yield; for example, 0.34 means a 34% yield). The reactants are C([O:3][C:4](=[O:29])[C:5]1[CH:10]=[C:9]([C:11]2[C:20]3[C:15](=[CH:16][CH:17]=[C:18]([C:21]4[CH:22]=[N:23][C:24]([O:27][CH3:28])=[CH:25][CH:26]=4)[CH:19]=3)[N:14]=[CH:13][N:12]=2)[CH:8]=[N:7][CH:6]=1)C.O[Li].O. The catalyst is O1CCOCC1. The product is [CH3:28][O:27][C:24]1[N:23]=[CH:22][C:21]([C:18]2[CH:19]=[C:20]3[C:15](=[CH:16][CH:17]=2)[N:14]=[CH:13][N:12]=[C:11]3[C:9]2[CH:8]=[N:7][CH:6]=[C:5]([CH:10]=2)[C:4]([OH:29])=[O:3])=[CH:26][CH:25]=1. The yield is 0.720.